Dataset: Peptide-MHC class II binding affinity with 134,281 pairs from IEDB. Task: Regression. Given a peptide amino acid sequence and an MHC pseudo amino acid sequence, predict their binding affinity value. This is MHC class II binding data. (1) The peptide sequence is GILHNLSDLYALITE. The MHC is DRB1_0101 with pseudo-sequence DRB1_0101. The binding affinity (normalized) is 0.980. (2) The MHC is DRB3_0202 with pseudo-sequence DRB3_0202. The binding affinity (normalized) is 0.789. The peptide sequence is GVLVATNFFGINTIP. (3) The peptide sequence is RKHIEWNCDVCRHGD. The MHC is DRB1_1201 with pseudo-sequence DRB1_1201. The binding affinity (normalized) is 0. (4) The peptide sequence is GEYQIVDKIDAAFKI. The MHC is DRB5_0101 with pseudo-sequence DRB5_0101. The binding affinity (normalized) is 0.786. (5) The peptide sequence is APEKKYTVFETALKK. The MHC is HLA-DPA10301-DPB10402 with pseudo-sequence HLA-DPA10301-DPB10402. The binding affinity (normalized) is 0.673. (6) The peptide sequence is YLQMNSLRAEDTAVY. The MHC is DRB1_1302 with pseudo-sequence DRB1_1302. The binding affinity (normalized) is 0.427. (7) The peptide sequence is AFSLDGDNLFPKV. The MHC is DRB1_0401 with pseudo-sequence DRB1_0401. The binding affinity (normalized) is 0.596. (8) The peptide sequence is QNLARTISEAGQAMA. The MHC is DRB3_0101 with pseudo-sequence DRB3_0101. The binding affinity (normalized) is 0.398. (9) The peptide sequence is NRWLFRHLAREKNPR. The MHC is HLA-DQA10201-DQB10303 with pseudo-sequence HLA-DQA10201-DQB10303. The binding affinity (normalized) is 0.